This data is from Full USPTO retrosynthesis dataset with 1.9M reactions from patents (1976-2016). The task is: Predict the reactants needed to synthesize the given product. (1) Given the product [Br:17][CH2:13][C:12]([C:3]1[CH:4]=[C:5]([CH3:11])[C:6]([N+:8]([O-:10])=[O:9])=[CH:7][C:2]=1[CH3:1])=[O:14], predict the reactants needed to synthesize it. The reactants are: [CH3:1][C:2]1[CH:7]=[C:6]([N+:8]([O-:10])=[O:9])[C:5]([CH3:11])=[CH:4][C:3]=1[C:12](=[O:14])[CH3:13].CO.[Br:17]Br. (2) The reactants are: [NH2:1][C:2]1[CH:3]=[C:4]([C:9]([N:11]2[CH2:16][CH:15]3[CH:13]([CH:14]3[C:17]3[CH:22]=[CH:21][C:20]([O:23][CH3:24])=[CH:19][CH:18]=3)[CH2:12]2)=[O:10])[CH:5]=[CH:6][C:7]=1[CH3:8].CCN(CC)CC.[Cl:32][C:33]1[CH:41]=[CH:40][C:36]([C:37](Cl)=[O:38])=[CH:35][N:34]=1. Given the product [Cl:32][C:33]1[CH:41]=[CH:40][C:36]([C:37]([NH:1][C:2]2[CH:3]=[C:4]([C:9]([N:11]3[CH2:16][CH:15]4[CH:13]([CH:14]4[C:17]4[CH:18]=[CH:19][C:20]([O:23][CH3:24])=[CH:21][CH:22]=4)[CH2:12]3)=[O:10])[CH:5]=[CH:6][C:7]=2[CH3:8])=[O:38])=[CH:35][N:34]=1, predict the reactants needed to synthesize it.